Dataset: Full USPTO retrosynthesis dataset with 1.9M reactions from patents (1976-2016). Task: Predict the reactants needed to synthesize the given product. (1) Given the product [CH2:1]([O:3][C@@H:4]([CH2:10][C:11]1[CH:12]=[CH:13][C:14]([OH:17])=[CH:15][CH:16]=1)[C:5]([OH:7])=[O:6])[CH3:2], predict the reactants needed to synthesize it. The reactants are: [CH2:1]([O:3][CH:4]([CH2:10][C:11]1[CH:16]=[CH:15][C:14]([OH:17])=[CH:13][CH:12]=1)[C:5]([O:7]CC)=[O:6])[CH3:2].[OH-].[Na+]. (2) Given the product [NH2:1][C:2]1[C:7]([C:8]([NH:10][CH3:11])=[O:9])=[N:6][C:5]([C:12]2[CH:20]=[CH:19][CH:18]=[C:14]([C:15]([NH:55][CH2:56][C:57]3[CH:62]=[CH:61][C:60]([NH2:63])=[CH:59][CH:58]=3)=[O:17])[CH:13]=2)=[CH:4][N:3]=1, predict the reactants needed to synthesize it. The reactants are: [NH2:1][C:2]1[N:3]=[CH:4][C:5]([C:12]2[CH:13]=[C:14]([CH:18]=[CH:19][CH:20]=2)[C:15]([OH:17])=O)=[N:6][C:7]=1[C:8]([NH:10][CH3:11])=[O:9].C1C=CC2N(O)N=NC=2C=1.CN(C(ON1N=NC2C=CC=CC1=2)=[N+](C)C)C.F[P-](F)(F)(F)(F)F.[NH2:55][CH2:56][C:57]1[CH:62]=[CH:61][C:60]([NH2:63])=[CH:59][CH:58]=1. (3) Given the product [ClH:1].[ClH:13].[CH3:15][O:16][C:17]1[CH:18]=[CH:19][C:20]([C:21](=[O:29])[CH2:22][N:23]2[CH2:28][CH2:27][N:26]([CH2:2][C:3]([NH:5][CH2:6][C:7]3[CH:12]=[CH:11][CH:10]=[CH:9][CH:8]=3)=[O:4])[CH2:25][CH2:24]2)=[CH:30][CH:31]=1, predict the reactants needed to synthesize it. The reactants are: [Cl:1][CH2:2][C:3]([NH:5][CH2:6][C:7]1[CH:12]=[CH:11][CH:10]=[CH:9][CH:8]=1)=[O:4].[ClH:13].Cl.[CH3:15][O:16][C:17]1[CH:31]=[CH:30][C:20]([C:21](=[O:29])[CH2:22][N:23]2[CH2:28][CH2:27][NH:26][CH2:25][CH2:24]2)=[CH:19][CH:18]=1.C([O-])([O-])=O.[K+].[K+]. (4) Given the product [CH2:48]([N:39]([CH2:37][CH3:38])[CH2:40][CH2:41][CH:42]1[CH2:43][CH2:44][N:45]([C:23](=[O:24])[CH2:22][C:19]2[CH:20]=[CH:21][C:16]3[O:15][CH2:14][C:13]4[CH:12]=[CH:11][CH:10]=[CH:9][C:8]=4/[C:7](=[CH:6]/[CH2:5][CH2:4][N:2]([CH3:1])[CH3:3])/[C:17]=3[CH:18]=2)[CH2:46][CH2:47]1)[CH3:49], predict the reactants needed to synthesize it. The reactants are: [CH3:1][N:2]([CH2:4][CH2:5]/[CH:6]=[C:7]1/[C:8]2[CH:9]=[CH:10][CH:11]=[CH:12][C:13]=2[CH2:14][O:15][C:16]2[CH:21]=[CH:20][C:19]([CH2:22][C:23](O)=[O:24])=[CH:18][C:17]/1=2)[CH3:3].Cl.C1C=CC2N(O)N=NC=2C=1.[CH2:37]([N:39]([CH2:48][CH3:49])[CH2:40][CH2:41][CH:42]1[CH2:47][CH2:46][NH:45][CH2:44][CH2:43]1)[CH3:38].CCN=C=NCCCN(C)C.Cl.C([O-])(O)=O.[Na+].